Dataset: NCI-60 drug combinations with 297,098 pairs across 59 cell lines. Task: Regression. Given two drug SMILES strings and cell line genomic features, predict the synergy score measuring deviation from expected non-interaction effect. (1) Drug 1: CC1=C(C=C(C=C1)NC(=O)C2=CC=C(C=C2)CN3CCN(CC3)C)NC4=NC=CC(=N4)C5=CN=CC=C5. Drug 2: CS(=O)(=O)CCNCC1=CC=C(O1)C2=CC3=C(C=C2)N=CN=C3NC4=CC(=C(C=C4)OCC5=CC(=CC=C5)F)Cl. Cell line: DU-145. Synergy scores: CSS=2.53, Synergy_ZIP=8.31, Synergy_Bliss=5.67, Synergy_Loewe=-7.56, Synergy_HSA=-4.61. (2) Drug 1: C1CCN(CC1)CCOC2=CC=C(C=C2)C(=O)C3=C(SC4=C3C=CC(=C4)O)C5=CC=C(C=C5)O. Drug 2: COC1=NC(=NC2=C1N=CN2C3C(C(C(O3)CO)O)O)N. Cell line: OVCAR3. Synergy scores: CSS=-3.34, Synergy_ZIP=0.396, Synergy_Bliss=-5.56, Synergy_Loewe=-12.5, Synergy_HSA=-9.46. (3) Drug 1: CCC1(CC2CC(C3=C(CCN(C2)C1)C4=CC=CC=C4N3)(C5=C(C=C6C(=C5)C78CCN9C7C(C=CC9)(C(C(C8N6C)(C(=O)OC)O)OC(=O)C)CC)OC)C(=O)OC)O.OS(=O)(=O)O. Drug 2: C1C(C(OC1N2C=NC3=C2NC=NCC3O)CO)O. Cell line: HCC-2998. Synergy scores: CSS=1.93, Synergy_ZIP=2.20, Synergy_Bliss=3.09, Synergy_Loewe=-1.18, Synergy_HSA=-2.70. (4) Cell line: MDA-MB-435. Drug 1: C1=CC(=C2C(=C1NCCNCCO)C(=O)C3=C(C=CC(=C3C2=O)O)O)NCCNCCO. Synergy scores: CSS=21.4, Synergy_ZIP=-4.46, Synergy_Bliss=3.09, Synergy_Loewe=-7.52, Synergy_HSA=1.01. Drug 2: CC(C)(C#N)C1=CC(=CC(=C1)CN2C=NC=N2)C(C)(C)C#N. (5) Drug 1: CN1CCC(CC1)COC2=C(C=C3C(=C2)N=CN=C3NC4=C(C=C(C=C4)Br)F)OC. Drug 2: CC1OCC2C(O1)C(C(C(O2)OC3C4COC(=O)C4C(C5=CC6=C(C=C35)OCO6)C7=CC(=C(C(=C7)OC)O)OC)O)O. Cell line: SR. Synergy scores: CSS=67.0, Synergy_ZIP=1.30, Synergy_Bliss=0.908, Synergy_Loewe=-18.2, Synergy_HSA=0.951.